Dataset: Full USPTO retrosynthesis dataset with 1.9M reactions from patents (1976-2016). Task: Predict the reactants needed to synthesize the given product. (1) The reactants are: [F:1][C:2]1[CH:7]=[CH:6][C:5]([C:8]2[C:9]([N:14]3[CH2:19][CH2:18][N:17]([C:20]([C:22]4[CH:23]=[N:24][N:25]([CH:27]([CH3:29])[CH3:28])[CH:26]=4)=O)[CH2:16][CH2:15]3)=[N:10][CH:11]=[CH:12][CH:13]=2)=[CH:4][CH:3]=1.CSC.B.[OH-].[Na+].[Cl-:36].[NH4+]. Given the product [ClH:36].[F:1][C:2]1[CH:3]=[CH:4][C:5]([C:8]2[C:9]([N:14]3[CH2:15][CH2:16][N:17]([CH2:20][C:22]4[CH:23]=[N:24][N:25]([CH:27]([CH3:29])[CH3:28])[CH:26]=4)[CH2:18][CH2:19]3)=[N:10][CH:11]=[CH:12][CH:13]=2)=[CH:6][CH:7]=1, predict the reactants needed to synthesize it. (2) Given the product [Cl:9][C:10]1[CH:15]=[CH:14][CH:13]=[CH:12][C:11]=1[C:16]1[N:20]([CH3:21])[C:19]([C:22]([CH3:34])([CH3:35])[CH:23]([C:24]2[CH:25]=[CH:26][CH:27]=[CH:28][CH:29]=2)[OH:30])=[N:18][N:17]=1, predict the reactants needed to synthesize it. The reactants are: FC(F)(F)C(O)=O.O.[Cl:9][C:10]1[CH:15]=[CH:14][CH:13]=[CH:12][C:11]=1[C:16]1[N:20]([CH3:21])[C:19]([C:22]([CH3:35])([CH3:34])[CH:23]([O:30]COC)[C:24]2[CH:29]=[CH:28][CH:27]=[CH:26][CH:25]=2)=[N:18][N:17]=1. (3) Given the product [F:13][C:4]1[CH:5]=[C:6]([C:8]2([O:12][CH3:27])[CH2:11][O:10][CH2:9]2)[CH:7]=[C:2]([F:1])[C:3]=1[C:14]1[N:19]=[C:18]([C:20]([O:22][CH3:23])=[O:21])[CH:17]=[CH:16][C:15]=1[F:24], predict the reactants needed to synthesize it. The reactants are: [F:1][C:2]1[CH:7]=[C:6]([C:8]2([OH:12])[CH2:11][O:10][CH2:9]2)[CH:5]=[C:4]([F:13])[C:3]=1[C:14]1[N:19]=[C:18]([C:20]([O:22][CH3:23])=[O:21])[CH:17]=[CH:16][C:15]=1[F:24].[H-].[Na+].[CH3:27]I. (4) Given the product [C:14]([C:3]1[C:2]([Cl:1])=[CH:7][CH:6]=[CH:5][C:4]=1[N:8]1[CH2:13][CH2:12][N:11]([CH2:32][CH2:31][CH2:30][CH2:29][O:28][C:24]2[N:25]=[C:26]3[C:21]([CH:20]=[CH:19][C:18](=[O:17])[NH:27]3)=[CH:22][CH:23]=2)[CH2:10][CH2:9]1)(=[O:16])[CH3:15], predict the reactants needed to synthesize it. The reactants are: [Cl:1][C:2]1[CH:7]=[CH:6][CH:5]=[C:4]([N:8]2[CH2:13][CH2:12][NH:11][CH2:10][CH2:9]2)[C:3]=1[C:14](=[O:16])[CH3:15].[O:17]=[C:18]1[NH:27][C:26]2[N:25]=[C:24]([O:28][CH2:29][CH2:30][CH2:31][CH:32]=O)[CH:23]=[CH:22][C:21]=2[CH:20]=[CH:19]1. (5) Given the product [C:38]([O:37][C:35](=[O:36])/[N:42]=[C:43](/[NH:1][N:2]1[C:10]2([C:23]3[CH:22]=[CH:21][C:20]([N:24]([CH2:25][CH3:26])[CH2:27][CH3:28])=[CH:19][C:18]=3[O:17][C:16]3[C:11]2=[CH:12][CH:13]=[C:14]([N:29]([CH2:30][CH3:31])[CH2:32][CH3:33])[CH:15]=3)[C:9]2[C:4](=[CH:5][CH:6]=[CH:7][CH:8]=2)[C:3]1=[O:34])\[NH:46][C:47]([O:49][C:50]([CH3:53])([CH3:52])[CH3:51])=[O:48])([CH3:41])([CH3:40])[CH3:39], predict the reactants needed to synthesize it. The reactants are: [NH2:1][N:2]1[C:10]2([C:23]3[CH:22]=[CH:21][C:20]([N:24]([CH2:27][CH3:28])[CH2:25][CH3:26])=[CH:19][C:18]=3[O:17][C:16]3[C:11]2=[CH:12][CH:13]=[C:14]([N:29]([CH2:32][CH3:33])[CH2:30][CH3:31])[CH:15]=3)[C:9]2[C:4](=[CH:5][CH:6]=[CH:7][CH:8]=2)[C:3]1=[O:34].[C:35]([NH:42][C:43](=[N:46][C:47]([O:49][C:50]([CH3:53])([CH3:52])[CH3:51])=[O:48])SC)([O:37][C:38]([CH3:41])([CH3:40])[CH3:39])=[O:36].C(N(CC)CC)C. (6) Given the product [F:20][C:21]1[CH:29]=[CH:28][CH:27]=[C:26]([I:30])[C:22]=1[C:23]([N:4]1[CH2:5][CH2:6][CH2:7][C@@H:2]([CH3:1])[C@H:3]1[CH2:8][N:9]1[C:17](=[O:18])[C:16]2[C:11](=[CH:12][CH:13]=[CH:14][CH:15]=2)[C:10]1=[O:19])=[O:24], predict the reactants needed to synthesize it. The reactants are: [CH3:1][C@@H:2]1[CH2:7][CH2:6][CH2:5][NH:4][C@@H:3]1[CH2:8][N:9]1[C:17](=[O:18])[C:16]2[C:11](=[CH:12][CH:13]=[CH:14][CH:15]=2)[C:10]1=[O:19].[F:20][C:21]1[CH:29]=[CH:28][CH:27]=[C:26]([I:30])[C:22]=1[C:23](O)=[O:24].C(N(C(C)C)CC)(C)C.CN(C(ON1N=NC2C=CC=NC1=2)=[N+](C)C)C.F[P-](F)(F)(F)(F)F. (7) Given the product [F:30][C:14]1[CH:13]=[C:12]([CH2:11][C:10]2[C:4]3[C:5](=[N:6][CH:7]=[C:2]([C:35]4[CH:34]=[N:33][N:32]([CH3:31])[CH:36]=4)[CH:3]=3)[NH:8][CH:9]=2)[C:28]([F:29])=[CH:27][C:15]=1[OH:16], predict the reactants needed to synthesize it. The reactants are: Br[C:2]1[CH:3]=[C:4]2[C:10]([CH2:11][C:12]3[C:28]([F:29])=[CH:27][C:15]([O:16]CC4NC5C=CC=CC=5N=4)=[C:14]([F:30])[CH:13]=3)=[CH:9][NH:8][C:5]2=[N:6][CH:7]=1.[CH3:31][N:32]1[CH:36]=[C:35](B2OC(C)(C)C(C)(C)O2)[CH:34]=[N:33]1.